This data is from Full USPTO retrosynthesis dataset with 1.9M reactions from patents (1976-2016). The task is: Predict the reactants needed to synthesize the given product. (1) Given the product [NH2:5][C:53]([C:52]1[CH:56]=[C:57]([F:58])[C:49]([NH:48][C@H:43]2[CH2:44][CH2:45][CH2:46][CH2:47][C@H:42]2[NH:41][C:39](=[O:40])[O:38][C:34]([CH3:35])([CH3:36])[CH3:37])=[N:50][C:51]=1[Cl:59])=[O:54], predict the reactants needed to synthesize it. The reactants are: [Cl-].[NH4+].CC[N:5]=C=NCCCN(C)C.Cl.C1C=CC2N(O)N=NC=2C=1.C(N(C(C)C)CC)(C)C.[C:34]([O:38][C:39]([NH:41][C@H:42]1[CH2:47][CH2:46][CH2:45][CH2:44][C@H:43]1[NH:48][C:49]1[C:57]([F:58])=[CH:56][C:52]([C:53](O)=[O:54])=[C:51]([Cl:59])[N:50]=1)=[O:40])([CH3:37])([CH3:36])[CH3:35]. (2) The reactants are: [F:1][CH:2]([F:20])[C:3]1[C:4]2[CH:11]=[CH:10][N:9](COCC[Si](C)(C)C)[C:5]=2[N:6]=[CH:7][N:8]=1.FC(F)(F)C(O)=O.[OH-].[NH4+].C(N)CN. Given the product [F:20][CH:2]([F:1])[C:3]1[C:4]2[CH:11]=[CH:10][NH:9][C:5]=2[N:6]=[CH:7][N:8]=1, predict the reactants needed to synthesize it. (3) Given the product [NH2:1][C:2]1[C:7]([N:8]2[CH2:13][CH2:12][NH:11][C@@H:10]([CH2:21][C:22]3[CH:23]=[CH:24][CH:25]=[CH:26][CH:27]=3)[CH2:9]2)=[N:6][C:5]([C:28]2[CH:29]=[C:30]3[C:34](=[CH:35][CH:36]=2)[NH:33][N:32]=[C:31]3[CH3:37])=[CH:4][N:3]=1, predict the reactants needed to synthesize it. The reactants are: [NH2:1][C:2]1[C:7]([N:8]2[CH2:13][CH2:12][N:11](C(OC(C)(C)C)=O)[C@@H:10]([CH2:21][C:22]3[CH:27]=[CH:26][CH:25]=[CH:24][CH:23]=3)[CH2:9]2)=[N:6][C:5]([C:28]2[CH:29]=[C:30]3[C:34](=[CH:35][CH:36]=2)[NH:33][N:32]=[C:31]3[CH3:37])=[CH:4][N:3]=1.Cl. (4) Given the product [CH3:24][O:23][C:21]([CH:20]([CH2:19][C:18]1[CH:29]=[CH:30][C:15]([O:14][CH2:13][CH2:12][O:11][C:2]2[CH:3]=[CH:4][C:5]3[CH2:6][CH2:7][CH2:8][CH2:9][C:10]=3[CH:1]=2)=[CH:16][CH:17]=1)[C:25]([OH:27])=[O:26])=[O:22], predict the reactants needed to synthesize it. The reactants are: [CH:1]1[C:10]2[CH2:9][CH2:8][CH2:7][CH2:6][C:5]=2[CH:4]=[CH:3][C:2]=1[O:11][CH2:12][CH2:13][O:14][C:15]1[CH:30]=[CH:29][C:18]([CH2:19][CH:20]([C:25]([O:27]C)=[O:26])[C:21]([O:23][CH3:24])=[O:22])=[CH:17][CH:16]=1.[OH-].[Na+].